Regression. Given two drug SMILES strings and cell line genomic features, predict the synergy score measuring deviation from expected non-interaction effect. From a dataset of NCI-60 drug combinations with 297,098 pairs across 59 cell lines. (1) Drug 1: C1C(C(OC1N2C=C(C(=O)NC2=O)F)CO)O. Drug 2: C(CC(=O)O)C(=O)CN.Cl. Cell line: MCF7. Synergy scores: CSS=17.0, Synergy_ZIP=-8.53, Synergy_Bliss=-3.21, Synergy_Loewe=-1.13, Synergy_HSA=-0.617. (2) Drug 1: CC(C)(C1=NC(=CC=C1)N2C3=NC(=NC=C3C(=O)N2CC=C)NC4=CC=C(C=C4)N5CCN(CC5)C)O. Drug 2: CN1C=C(C=N1)C2=C3N=C(C(=C(N3N=C2)N)Br)C4CCCNC4. Cell line: SK-OV-3. Synergy scores: CSS=85.4, Synergy_ZIP=29.5, Synergy_Bliss=28.9, Synergy_Loewe=25.8, Synergy_HSA=31.4. (3) Drug 1: CCC1(CC2CC(C3=C(CCN(C2)C1)C4=CC=CC=C4N3)(C5=C(C=C6C(=C5)C78CCN9C7C(C=CC9)(C(C(C8N6C)(C(=O)OC)O)OC(=O)C)CC)OC)C(=O)OC)O.OS(=O)(=O)O. Drug 2: C1=NC2=C(N=C(N=C2N1C3C(C(C(O3)CO)O)F)Cl)N. Cell line: RPMI-8226. Synergy scores: CSS=-10.6, Synergy_ZIP=1.94, Synergy_Bliss=-6.69, Synergy_Loewe=-6.50, Synergy_HSA=-11.7.